From a dataset of Full USPTO retrosynthesis dataset with 1.9M reactions from patents (1976-2016). Predict the reactants needed to synthesize the given product. Given the product [Si:1]([O:8][CH:9]([C:22]1[N:23]=[N:24][N:25]([C:28]2[CH:33]=[CH:32][CH:31]=[CH:30][N:29]=2)[N:26]=1)[CH2:10][CH2:11][CH2:12][CH2:13][CH2:14][CH2:15][C:16]1[CH:21]=[CH:20][CH:19]=[CH:18][CH:17]=1)([C:4]([CH3:5])([CH3:6])[CH3:7])([CH3:3])[CH3:2], predict the reactants needed to synthesize it. The reactants are: [Si:1]([O:8][CH:9]([C:22]1[N:23]=[N:24][NH:25][N:26]=1)[CH2:10][CH2:11][CH2:12][CH2:13][CH2:14][CH2:15][C:16]1[CH:21]=[CH:20][CH:19]=[CH:18][CH:17]=1)([C:4]([CH3:7])([CH3:6])[CH3:5])([CH3:3])[CH3:2].I[C:28]1[CH:33]=[CH:32][CH:31]=[CH:30][N:29]=1.C([O-])([O-])=O.[K+].[K+].CN(C)CCN.